Dataset: Reaction yield outcomes from USPTO patents with 853,638 reactions. Task: Predict the reaction yield, written as a fraction of the theoretical maximum amount of product (1.0 means a 100% yield; for example, 0.34 means a 34% yield). (1) The reactants are [CH3:1][C:2]1([CH3:31])[CH2:7][CH2:6][C:5]([C:8]2[CH:13]=[C:12]([C:14]3(O)[CH2:19][CH2:18][O:17][CH2:16][CH2:15]3)[CH:11]=[CH:10][C:9]=2[NH:21][C:22]([C:24]2[NH:25][C:26]([C:29]#[N:30])=[CH:27][N:28]=2)=[O:23])=[CH:4][CH2:3]1.C1(C)C=CC(S(O)(=O)=O)=CC=1. The catalyst is C1(C)C=CC=CC=1. The product is [O:17]1[CH2:16][CH:15]=[C:14]([C:12]2[CH:11]=[CH:10][C:9]([NH:21][C:22]([C:24]3[NH:25][C:26]([C:29]#[N:30])=[CH:27][N:28]=3)=[O:23])=[C:8]([C:5]3[CH2:6][CH2:7][C:2]([CH3:31])([CH3:1])[CH2:3][CH:4]=3)[CH:13]=2)[CH2:19][CH2:18]1. The yield is 0.500. (2) The reactants are [F:1][C:2]1[CH:7]=[CH:6][C:5]([C:8]2[N:9]=[C:10]3[N:14]([C:15]=2[C:16]2[CH:21]=[CH:20][N:19]=[C:18]([NH:22][C@@H:23]4[CH2:28][CH2:27][CH2:26][N:25](C(OC(C)(C)C)=O)[CH2:24]4)[N:17]=2)[CH:13]=[CH:12][S:11]3)=[CH:4][C:3]=1[O:36][CH3:37].[ClH:38]. The catalyst is O1CCOCC1.CCOCC. The product is [ClH:38].[F:1][C:2]1[CH:7]=[CH:6][C:5]([C:8]2[N:9]=[C:10]3[N:14]([C:15]=2[C:16]2[CH:21]=[CH:20][N:19]=[C:18]([NH:22][C@@H:23]4[CH2:28][CH2:27][CH2:26][NH:25][CH2:24]4)[N:17]=2)[CH:13]=[CH:12][S:11]3)=[CH:4][C:3]=1[O:36][CH3:37]. The yield is 0.950. (3) The product is [C:4]([O:3][C:1]([N:8]1[CH2:9][CH2:10][CH:11]([CH2:14][C:25]2[CH:30]=[CH:29][C:28]([Cl:31])=[C:27]([Cl:32])[CH:26]=2)[CH2:12][CH2:13]1)=[O:2])([CH3:7])([CH3:6])[CH3:5]. The reactants are [C:1]([N:8]1[CH2:13][CH2:12][C:11](=[CH2:14])[CH2:10][CH2:9]1)([O:3][C:4]([CH3:7])([CH3:6])[CH3:5])=[O:2].B1C2CCCC1CCC2.Br[C:25]1[CH:30]=[CH:29][C:28]([Cl:31])=[C:27]([Cl:32])[CH:26]=1.C(=O)([O-])[O-].[K+].[K+].[OH-].[Na+]. The catalyst is CN(C=O)C.O.O.C1COCC1. The yield is 0.690.